This data is from M1 muscarinic receptor antagonist screen with 61,756 compounds. The task is: Binary Classification. Given a drug SMILES string, predict its activity (active/inactive) in a high-throughput screening assay against a specified biological target. (1) The drug is s1c(C(N2CCN(CC2)C)C(NC(=O)Nc2ccccc2)C)ccc1. The result is 0 (inactive). (2) The drug is Fc1c(NC(=O)N2C(CCC2)C(=O)Nc2cc(OC)ccc2)cccc1. The result is 0 (inactive). (3) The drug is o1c2c(cc(cc2)COC)cc1C(O)=O. The result is 0 (inactive). (4) The molecule is FC(F)c1n2ncc(C(=O)N3CCN(CC3)CC)c2nc(c1)c1ccc(cc1)C. The result is 0 (inactive). (5) The molecule is n1(nnnc1C(N1CCCc2c1cccc2)C(C)C)C1CCCC1. The result is 0 (inactive). (6) The compound is S(=O)(=O)(N(C1CCCCC1)Cc1[nH]c(=O)c2c3CCCCc3sc2n1)C. The result is 0 (inactive). (7) The drug is S(=O)(=O)(N1CC(OC(C1)C)C)c1sccc1. The result is 0 (inactive). (8) The compound is O1C(COc2c1cccc2)C(=O)N(Cc1c(OC)cccc1)C. The result is 0 (inactive). (9) The molecule is s1c(nnc1NC(=O)c1sccc1)CCOCC. The result is 0 (inactive). (10) The drug is O=c1nc(N2CCN(CC2)C(c2ccccc2)c2ccccc2)[nH]c(c1C)C. The result is 0 (inactive).